From a dataset of Catalyst prediction with 721,799 reactions and 888 catalyst types from USPTO. Predict which catalyst facilitates the given reaction. (1) Reactant: Cl[C:2]1[N:3]=[C:4]([NH:23][C:24]2[CH:29]=[C:28]([CH3:30])[CH:27]=[CH:26][N:25]=2)[C:5]2[N:10]([CH2:11][CH2:12][O:13][CH2:14][CH3:15])[N:9]=[C:8]([C:16]([NH:18][S:19]([CH3:22])(=[O:21])=[O:20])=[O:17])[C:6]=2[N:7]=1.[CH3:31][NH:32][CH2:33][CH3:34].C(N(C(C)C)C(C)C)C.[F-].[Cs+]. Product: [CH2:14]([O:13][CH2:12][CH2:11][N:10]1[C:5]2[C:4]([NH:23][C:24]3[CH:29]=[C:28]([CH3:30])[CH:27]=[CH:26][N:25]=3)=[N:3][C:2]([N:32]([CH2:33][CH3:34])[CH3:31])=[N:7][C:6]=2[C:8]([C:16]([NH:18][S:19]([CH3:22])(=[O:21])=[O:20])=[O:17])=[N:9]1)[CH3:15]. The catalyst class is: 16. (2) Reactant: CSC.C([O:11][C@@H:12]1[C@H:17]([O:18]CC2C=CC=CC=2)[C@H:16]([O:26]CC2C=CC=CC=2)[CH:15]([C:34]2[C:43]3[C:38](=[CH:39][CH:40]=[CH:41][CH:42]=3)[CH:37]=[C:36]([CH2:44][C:45]3[S:49][C:48]4[CH:50]=[CH:51][C:52]([O:54][CH3:55])=[CH:53][C:47]=4[CH:46]=3)[CH:35]=2)[O:14][C@@H:13]1[CH2:56][O:57]CC1C=CC=CC=1)C1C=CC=CC=1.C(=O)([O-])O.[Na+]. The catalyst class is: 2. Product: [OH:57][CH2:56][C@@H:13]1[C@@H:12]([OH:11])[C@H:17]([OH:18])[C@@H:16]([OH:26])[C@H:15]([C:34]2[C:43]3[C:38](=[CH:39][CH:40]=[CH:41][CH:42]=3)[CH:37]=[C:36]([CH2:44][C:45]3[S:49][C:48]4[CH:50]=[CH:51][C:52]([O:54][CH3:55])=[CH:53][C:47]=4[CH:46]=3)[CH:35]=2)[O:14]1. (3) Reactant: [CH2:1]([O:17][C@H:18]1[C@H:22]([O:23][CH2:24][CH2:25][CH2:26][CH2:27][CH2:28][CH2:29][CH2:30][CH2:31]/[CH:32]=[CH:33]\[CH2:34][CH2:35][CH2:36][CH2:37][CH2:38][CH3:39])[CH2:21][NH:20][CH2:19]1)[CH2:2][CH2:3][CH2:4][CH2:5][CH2:6][CH2:7][CH2:8]/[CH:9]=[CH:10]\[CH2:11][CH2:12][CH2:13][CH2:14][CH2:15][CH3:16].C=O.[C:42](O[BH-](OC(=O)C)OC(=O)C)(=O)C.[Na+]. Product: [CH2:1]([O:17][C@H:18]1[C@H:22]([O:23][CH2:24][CH2:25][CH2:26][CH2:27][CH2:28][CH2:29][CH2:30][CH2:31]/[CH:32]=[CH:33]\[CH2:34][CH2:35][CH2:36][CH2:37][CH2:38][CH3:39])[CH2:21][N:20]([CH3:42])[CH2:19]1)[CH2:2][CH2:3][CH2:4][CH2:5][CH2:6][CH2:7][CH2:8]/[CH:9]=[CH:10]\[CH2:11][CH2:12][CH2:13][CH2:14][CH2:15][CH3:16]. The catalyst class is: 525.